The task is: Regression/Classification. Given a drug SMILES string, predict its absorption, distribution, metabolism, or excretion properties. Task type varies by dataset: regression for continuous measurements (e.g., permeability, clearance, half-life) or binary classification for categorical outcomes (e.g., BBB penetration, CYP inhibition). Dataset: cyp2d6_veith.. This data is from CYP2D6 inhibition data for predicting drug metabolism from PubChem BioAssay. (1) The compound is CCOc1ccccc1-n1c([S-])c(C(=O)Nc2ccc(OC)cc2)[n+]2cc(C)ccc12. The result is 0 (non-inhibitor). (2) The drug is Cc1n[nH]c(=O)n1-c1cccc(C(F)(F)F)c1. The result is 0 (non-inhibitor). (3) The molecule is O=C(c1ccco1)N1CCC2(CC1)CCN(C(c1ccccc1)c1ccccc1)CC2. The result is 1 (inhibitor). (4) The drug is Cc1ccc(N=Nc2c(O)ccc3cc(S(=O)(=O)O)ccc23)cc1. The result is 0 (non-inhibitor). (5) The drug is O=C(O)C1C2C=CC(O2)C1C(=O)NC1CCCc2ccccc21. The result is 1 (inhibitor). (6) The compound is CO[C@@H]1[C@@H](O)[C@H](C)O[C@@H](O[C@@H]2[C@H](Oc3cccc4c(O)c5c(=O)oc6ccc(C)c7c(=O)oc(c34)c5c67)O[C@@H](C)[C@H](O)[C@H]2O)[C@H]1O. The result is 0 (non-inhibitor). (7) The molecule is CCOC(=O)c1c(NC(=O)c2ccc(S(=O)(=O)N3CCOCC3)cc2)sc2c1CCN(C)C2. The result is 0 (non-inhibitor). (8) The compound is CC(C)OCC(O)CN1CCNCC1.Cl. The result is 0 (non-inhibitor). (9) The result is 0 (non-inhibitor). The compound is Cc1ccccc1C(=O)N1CCN(c2ccc([N+](=O)[O-])c(N3CCOCC3)c2)CC1. (10) The compound is NS(=O)(=O)c1ccc(NCc2cnc3ccccc3c2)cc1. The result is 0 (non-inhibitor).